Dataset: NCI-60 drug combinations with 297,098 pairs across 59 cell lines. Task: Regression. Given two drug SMILES strings and cell line genomic features, predict the synergy score measuring deviation from expected non-interaction effect. (1) Drug 1: CC12CCC3C(C1CCC2=O)CC(=C)C4=CC(=O)C=CC34C. Drug 2: CCCCC(=O)OCC(=O)C1(CC(C2=C(C1)C(=C3C(=C2O)C(=O)C4=C(C3=O)C=CC=C4OC)O)OC5CC(C(C(O5)C)O)NC(=O)C(F)(F)F)O. Cell line: HS 578T. Synergy scores: CSS=51.5, Synergy_ZIP=0.604, Synergy_Bliss=-3.27, Synergy_Loewe=-2.12, Synergy_HSA=-2.98. (2) Drug 1: CC1C(C(=O)NC(C(=O)N2CCCC2C(=O)N(CC(=O)N(C(C(=O)O1)C(C)C)C)C)C(C)C)NC(=O)C3=C4C(=C(C=C3)C)OC5=C(C(=O)C(=C(C5=N4)C(=O)NC6C(OC(=O)C(N(C(=O)CN(C(=O)C7CCCN7C(=O)C(NC6=O)C(C)C)C)C)C(C)C)C)N)C. Drug 2: C(CN)CNCCSP(=O)(O)O. Cell line: NCI-H322M. Synergy scores: CSS=5.25, Synergy_ZIP=-4.23, Synergy_Bliss=-4.37, Synergy_Loewe=-22.9, Synergy_HSA=-5.13. (3) Drug 1: CC=C1C(=O)NC(C(=O)OC2CC(=O)NC(C(=O)NC(CSSCCC=C2)C(=O)N1)C(C)C)C(C)C. Drug 2: C1CCC(C(C1)N)N.C(=O)(C(=O)[O-])[O-].[Pt+4]. Cell line: 786-0. Synergy scores: CSS=35.5, Synergy_ZIP=-4.29, Synergy_Bliss=0.482, Synergy_Loewe=-9.86, Synergy_HSA=1.72. (4) Drug 1: COC1=NC(=NC2=C1N=CN2C3C(C(C(O3)CO)O)O)N. Drug 2: CC1=C(C(=CC=C1)Cl)NC(=O)C2=CN=C(S2)NC3=CC(=NC(=N3)C)N4CCN(CC4)CCO. Cell line: OVCAR-8. Synergy scores: CSS=-0.411, Synergy_ZIP=1.09, Synergy_Bliss=3.02, Synergy_Loewe=-5.97, Synergy_HSA=-0.515.